From a dataset of Full USPTO retrosynthesis dataset with 1.9M reactions from patents (1976-2016). Predict the reactants needed to synthesize the given product. (1) Given the product [O:11]=[C:6]1[C:5](=[O:12])[C:4]2[C:8](=[CH:9][CH:10]=[C:2]([NH:1][C:26](=[O:27])[C:25]([N:22]3[CH2:21][CH2:20][CH:19]([CH2:18][C:17]4[CH:16]=[CH:15][C:14]([F:13])=[CH:31][CH:30]=4)[CH2:24][CH2:23]3)=[O:29])[CH:3]=2)[NH:7]1, predict the reactants needed to synthesize it. The reactants are: [NH2:1][C:2]1[CH:3]=[C:4]2[C:8](=[CH:9][CH:10]=1)[NH:7][C:6](=[O:11])[C:5]2=[O:12].[F:13][C:14]1[CH:31]=[CH:30][C:17]([CH2:18][CH:19]2[CH2:24][CH2:23][N:22]([C:25](=[O:29])[C:26](O)=[O:27])[CH2:21][CH2:20]2)=[CH:16][CH:15]=1. (2) Given the product [CH2:14]([NH:13][C:4]1[C:3]([CH2:2][NH:23][C:20]2[CH:21]=[CH:22][C:17]([F:16])=[C:18]([N+:24]([O-:26])=[O:25])[CH:19]=2)=[CH:8][N:7]=[C:6]([N:9]([O:11][CH3:12])[CH3:10])[CH:5]=1)[CH3:15], predict the reactants needed to synthesize it. The reactants are: Cl[CH2:2][C:3]1[C:4]([NH:13][CH2:14][CH3:15])=[CH:5][C:6]([N:9]([O:11][CH3:12])[CH3:10])=[N:7][CH:8]=1.[F:16][C:17]1[CH:22]=[CH:21][C:20]([NH2:23])=[CH:19][C:18]=1[N+:24]([O-:26])=[O:25]. (3) Given the product [Cl-:1].[C:19]1([CH3:24])[CH:20]=[CH:21][CH:22]=[CH:23][C:18]=1[N+:17]1[N:16]=[CH:8][N:7]2[C:25]=1[C:9]1[CH:10]=[CH:11][CH:12]=[CH:13][C:14]=1[C:15]1[CH:2]=[CH:3][CH:4]=[CH:5][C:6]2=1, predict the reactants needed to synthesize it. The reactants are: [ClH:1].[CH:2]1[C:15]2[C:6](=[N:7][C:8]([NH:16][NH:17][C:18]3[CH:23]=[CH:22][CH:21]=[CH:20][C:19]=3[CH3:24])=[C:9]3[C:14]=2[CH:13]=[CH:12][CH:11]=[CH:10]3)[CH:5]=[CH:4][CH:3]=1.[CH:25](OCC)(OCC)OCC. (4) Given the product [CH2:1]([C:3]1[CH:10]=[CH:9][C:6]([CH:7]2[N:11]([C:12]3[N:13]=[N:14][C:15]([CH3:18])=[CH:16][CH:17]=3)[C:22](=[O:37])[C:23]([OH:36])=[C:24]2[C:25](=[O:26])[C:27]2[CH:28]=[CH:29][C:30]([CH:33]([CH3:34])[CH3:35])=[CH:31][CH:32]=2)=[CH:5][CH:4]=1)[CH3:2], predict the reactants needed to synthesize it. The reactants are: [CH2:1]([C:3]1[CH:10]=[CH:9][C:6]([CH:7]=O)=[CH:5][CH:4]=1)[CH3:2].[NH2:11][C:12]1[N:13]=[N:14][C:15]([CH3:18])=[CH:16][CH:17]=1.C(O[C:22](=[O:37])[C:23]([OH:36])=[CH:24][C:25]([C:27]1[CH:32]=[CH:31][C:30]([CH:33]([CH3:35])[CH3:34])=[CH:29][CH:28]=1)=[O:26])C.